Dataset: Full USPTO retrosynthesis dataset with 1.9M reactions from patents (1976-2016). Task: Predict the reactants needed to synthesize the given product. Given the product [CH3:22][N:23]([CH3:24])[C:3]1[N:4]=[N:5][C:6]([C:20]#[N:21])=[C:7]([N:9]2[CH2:15][CH2:14][C:13]3[CH:16]=[CH:17][CH:18]=[CH:19][C:12]=3[CH2:11][CH2:10]2)[N:8]=1, predict the reactants needed to synthesize it. The reactants are: CS[C:3]1[N:4]=[N:5][C:6]([C:20]#[N:21])=[C:7]([N:9]2[CH2:15][CH2:14][C:13]3[CH:16]=[CH:17][CH:18]=[CH:19][C:12]=3[CH2:11][CH2:10]2)[N:8]=1.[CH3:22][NH:23][CH3:24].